The task is: Regression. Given a peptide amino acid sequence and an MHC pseudo amino acid sequence, predict their binding affinity value. This is MHC class I binding data.. This data is from Peptide-MHC class I binding affinity with 185,985 pairs from IEDB/IMGT. (1) The peptide sequence is AEFPVGSTA. The MHC is HLA-B07:02 with pseudo-sequence HLA-B07:02. The binding affinity (normalized) is 0.0847. (2) The peptide sequence is REMGIVDLL. The binding affinity (normalized) is 0.0847. The MHC is HLA-A11:01 with pseudo-sequence HLA-A11:01.